Task: Predict the reactants needed to synthesize the given product.. Dataset: Full USPTO retrosynthesis dataset with 1.9M reactions from patents (1976-2016) (1) Given the product [CH3:13][O:14][C:15]1[CH:22]=[CH:21][CH:20]=[CH:19][C:16]=1[CH2:17][NH:18][C:6]1[CH:5]=[CH:4][C:3]2[C:2]([N:24]([CH3:23])[CH2:25][C:26]3[CH:27]=[N:28][CH:29]=[CH:30][CH:31]=3)=[CH:11][CH:10]=[CH:9][C:8]=2[N:7]=1, predict the reactants needed to synthesize it. The reactants are: Br[C:2]1[CH:11]=[CH:10][CH:9]=[C:8]2[C:3]=1[CH:4]=[CH:5][C:6](Cl)=[N:7]2.[CH3:13][O:14][C:15]1[CH:22]=[CH:21][CH:20]=[CH:19][C:16]=1[CH2:17][NH2:18].[CH3:23][NH:24][CH2:25][C:26]1[CH:27]=[N:28][CH:29]=[CH:30][CH:31]=1. (2) Given the product [F:1][C:2]([F:16])([F:17])[CH:3]([NH:6][C:7]1[CH:12]=[CH:11][CH:10]=[C:9]([N+:13]([O-:15])=[O:14])[CH:8]=1)[CH2:4][NH:5][C:18](=[O:19])[O:20][C:21]([CH3:24])([CH3:23])[CH3:22], predict the reactants needed to synthesize it. The reactants are: [F:1][C:2]([F:17])([F:16])[CH:3]([NH:6][C:7]1[CH:12]=[CH:11][CH:10]=[C:9]([N+:13]([O-:15])=[O:14])[CH:8]=1)[CH2:4][NH2:5].[C:18](O[C:18]([O:20][C:21]([CH3:24])([CH3:23])[CH3:22])=[O:19])([O:20][C:21]([CH3:24])([CH3:23])[CH3:22])=[O:19].O.C(OCC)(=O)C. (3) The reactants are: Br[C:2]1[C:7]([O:8][CH3:9])=[CH:6][CH:5]=[CH:4][N:3]=1.C1(C)C=CC=CC=1.C([Li])CCC.[S:22]1[C:26]2=[N:27][CH:28]=[CH:29][CH:30]=[C:25]2[CH:24]=[C:23]1[CH:31]=[N:32][S:33]([C:36]1[CH:46]=[CH:45][C:39]2[O:40][CH2:41][CH2:42][CH2:43][O:44][C:38]=2[CH:37]=1)(=[O:35])=[O:34]. Given the product [CH3:9][O:8][C:7]1[C:2]([CH:31]([C:23]2[S:22][C:26]3=[N:27][CH:28]=[CH:29][CH:30]=[C:25]3[CH:24]=2)[NH:32][S:33]([C:36]2[CH:46]=[CH:45][C:39]3[O:40][CH2:41][CH2:42][CH2:43][O:44][C:38]=3[CH:37]=2)(=[O:35])=[O:34])=[N:3][CH:4]=[CH:5][CH:6]=1, predict the reactants needed to synthesize it. (4) Given the product [C:11]([O:15][C:16]([N:18]1[CH2:27][C:26]([CH3:29])([CH3:28])[C:25]2[C:20](=[CH:21][C:22]([NH:30][C:4]([C:3]3[C:2]([Cl:1])=[N:10][CH:9]=[CH:8][CH:7]=3)=[O:5])=[CH:23][CH:24]=2)[CH2:19]1)=[O:17])([CH3:14])([CH3:12])[CH3:13], predict the reactants needed to synthesize it. The reactants are: [Cl:1][C:2]1[N:10]=[CH:9][CH:8]=[CH:7][C:3]=1[C:4](Cl)=[O:5].[C:11]([O:15][C:16]([N:18]1[CH2:27][C:26]([CH3:29])([CH3:28])[C:25]2[C:20](=[CH:21][C:22]([NH2:30])=[CH:23][CH:24]=2)[CH2:19]1)=[O:17])([CH3:14])([CH3:13])[CH3:12].C([O-])(O)=O.[Na+]. (5) Given the product [O:29]=[C:28]1[C:27]2[C:22](=[CH:23][CH:24]=[CH:25][CH:26]=2)[C:21](=[O:30])[N:20]1[CH2:19][C:18]1[NH:13][C:14](=[O:37])[NH:15][C:16](=[O:36])[C:17]=1[C:31]([O:33][CH2:34][CH3:35])=[O:32], predict the reactants needed to synthesize it. The reactants are: FC(F)(F)C(O)=O.COC1C=C(OC)C=CC=1C[N:13]1[C:18]([CH2:19][N:20]2[C:28](=[O:29])[C:27]3[C:22](=[CH:23][CH:24]=[CH:25][CH:26]=3)[C:21]2=[O:30])=[C:17]([C:31]([O:33][CH2:34][CH3:35])=[O:32])[C:16](=[O:36])[NH:15][C:14]1=[O:37].